Predict the reaction yield, written as a fraction of the theoretical maximum amount of product (1.0 means a 100% yield; for example, 0.34 means a 34% yield). From a dataset of Reaction yield outcomes from USPTO patents with 853,638 reactions. (1) The reactants are [F:1][C:2]1[CH:24]=[CH:23][C:5]([O:6][C:7]2[CH:8]=[C:9]3[C:13](=[CH:14][C:15]=2[C:16]([NH2:18])=[O:17])[N:12]([CH2:19][CH:20]([CH3:22])[CH3:21])[N:11]=[CH:10]3)=[CH:4][CH:3]=1.C(N1C=CN=C1)(N1C=CN=C1)=O.[CH3:37][N:38]([C:43]1[CH:48]=[CH:47][CH:46]=[CH:45][CH:44]=1)[CH2:39][CH2:40][CH2:41]N. The catalyst is C1COCC1. The product is [CH3:37][N:38]([C:43]1[CH:48]=[CH:47][CH:46]=[CH:45][CH:44]=1)[CH2:39][CH2:40][CH2:41][NH:18][C:16]([C:15]1[CH:14]=[C:13]2[C:9]([CH:10]=[N:11][N:12]2[CH2:19][CH:20]([CH3:22])[CH3:21])=[CH:8][C:7]=1[O:6][C:5]1[CH:23]=[CH:24][C:2]([F:1])=[CH:3][CH:4]=1)=[O:17]. The yield is 0.780. (2) The reactants are Cl[C:2]1[N:3]=[C:4]([N:13]2[CH2:18][CH2:17][O:16][CH2:15][CH2:14]2)[C:5]2[S:10][C:9]([CH2:11][NH2:12])=[CH:8][C:6]=2[N:7]=1.[CH:19]([S:22](Cl)(=[O:24])=[O:23])(C)C.CC1(C)C(C)(C)OB([C:34]2[CH:42]=[CH:41][CH:40]=[C:39]3[C:35]=2[CH:36]=[N:37][NH:38]3)O1. No catalyst specified. The product is [NH:38]1[C:39]2[C:35](=[C:34]([C:2]3[N:3]=[C:4]([N:13]4[CH2:18][CH2:17][O:16][CH2:15][CH2:14]4)[C:5]4[S:10][C:9]([CH2:11][NH:12][S:22]([CH3:19])(=[O:24])=[O:23])=[CH:8][C:6]=4[N:7]=3)[CH:42]=[CH:41][CH:40]=2)[CH:36]=[N:37]1. The yield is 0.170. (3) The product is [CH3:1][C:2]1[CH:3]=[C:4]([S:9][C:11]2[CH:16]=[CH:15][CH:14]=[CH:13][C:12]=2[N+:17]([O-:19])=[O:18])[CH:5]=[C:6]([CH3:8])[CH:7]=1.[S:28]1[CH:29]=[CH:30][N:31]=[C:23]1[NH:36][C:37](=[O:18])[NH2:41]. No catalyst specified. The reactants are [CH3:1][C:2]1[CH:3]=[C:4]([SH:9])[CH:5]=[C:6]([CH3:8])[CH:7]=1.F[C:11]1[CH:16]=[CH:15][CH:14]=[CH:13][C:12]=1[N+:17]([O-:19])=[O:18].CC1C=[C:23]([S:28][C:29]2C=CC=C[C:30]=2[NH2:31])C=C(C)C=1.[NH2:36][C:37]1SC=C[N:41]=1. The yield is 0.780. (4) The reactants are Cl[C:2]1[N:3]=[C:4]([C:18]2[CH:23]=[C:22]([S:24][CH3:25])[N:21]=[C:20]([CH3:26])[N:19]=2)[C:5]([NH:8][C:9]2[CH:10]=[N:11][C:12]([O:16][CH3:17])=[C:13]([F:15])[CH:14]=2)=[N:6][CH:7]=1.C1(P(C2CCCCC2)C2C=CC=CC=2C2C(C(C)C)=CC(C(C)C)=CC=2C(C)C)CCCCC1.[F-].[Cs+].C([Sn](CCCC)(CCCC)[C:68]([O:70]CC)=[CH2:69])CCC. The catalyst is O1CCOCC1.O.C([O-])(=O)C.C([O-])(=O)C.[Pd+2].[Cu]I. The product is [F:15][C:13]1[CH:14]=[C:9]([NH:8][C:5]2[N:6]=[CH:7][C:2]([C:68](=[O:70])[CH3:69])=[N:3][C:4]=2[C:18]2[CH:23]=[C:22]([S:24][CH3:25])[N:21]=[C:20]([CH3:26])[N:19]=2)[CH:10]=[N:11][C:12]=1[O:16][CH3:17]. The yield is 0.663. (5) The reactants are O[C:2]1[C:3]2[CH2:11][N:10]([C:12]3[CH:19]=[CH:18][C:15]([C:16]#[N:17])=[C:14]([C:20]([F:23])([F:22])[F:21])[CH:13]=3)[CH2:9][CH2:8][C:4]=2[N:5]=[CH:6][N:7]=1.P(Cl)(Cl)([Cl:26])=O.C(N(CC)CC)C.C(=O)([O-])[O-].[K+].[K+]. The catalyst is ClCCCl. The product is [Cl:26][C:2]1[C:3]2[CH2:11][N:10]([C:12]3[CH:19]=[CH:18][C:15]([C:16]#[N:17])=[C:14]([C:20]([F:23])([F:22])[F:21])[CH:13]=3)[CH2:9][CH2:8][C:4]=2[N:5]=[CH:6][N:7]=1. The yield is 0.570. (6) The reactants are [NH2:1][C:2]1[CH:7]=[CH:6][C:5]([CH2:8][CH2:9][OH:10])=[CH:4][C:3]=1[I:11].[CH2:12]([O:19][C:20](=[O:27])[C:21]#[C:22][C:23]([F:26])([F:25])[F:24])[C:13]1[CH:18]=[CH:17][CH:16]=[CH:15][CH:14]=1. The catalyst is CO. The product is [CH2:12]([O:19][C:20](=[O:27])/[CH:21]=[C:22](/[NH:1][C:2]1[CH:7]=[CH:6][C:5]([CH2:8][CH2:9][OH:10])=[CH:4][C:3]=1[I:11])\[C:23]([F:26])([F:25])[F:24])[C:13]1[CH:14]=[CH:15][CH:16]=[CH:17][CH:18]=1. The yield is 0.840.